The task is: Predict the reactants needed to synthesize the given product.. This data is from Full USPTO retrosynthesis dataset with 1.9M reactions from patents (1976-2016). (1) Given the product [N:7]12[CH2:16][CH:11]3[CH2:12][CH:13]([CH2:15][CH:9]([CH:10]3[CH2:17][OH:18])[CH2:8]1)[CH2:14]2, predict the reactants needed to synthesize it. The reactants are: [H-].[H-].[H-].[H-].[Li+].[Al+3].[N:7]12[CH2:16][CH:11]3[CH2:12][CH:13]([CH2:15][CH:9]([CH:10]3[C:17](OCC)=[O:18])[CH2:8]1)[CH2:14]2.O.[OH-].[Na+]. (2) Given the product [Br:37][CH2:20][C:13]1[NH:12][C:11]([C:21]2[S:22][CH:23]=[C:24]([C:26]([F:29])([F:28])[F:27])[N:25]=2)=[N:10][CH:9]([C:3]2[CH:4]=[CH:5][C:6]([Cl:8])=[CH:7][C:2]=2[Cl:1])[C:14]=1[C:15]([O:17][CH2:18][CH3:19])=[O:16], predict the reactants needed to synthesize it. The reactants are: [Cl:1][C:2]1[CH:7]=[C:6]([Cl:8])[CH:5]=[CH:4][C:3]=1[CH:9]1[C:14]([C:15]([O:17][CH2:18][CH3:19])=[O:16])=[C:13]([CH3:20])[NH:12][C:11]([C:21]2[S:22][CH:23]=[C:24]([C:26]([F:29])([F:28])[F:27])[N:25]=2)=[N:10]1.C1C(=O)N([Br:37])C(=O)C1. (3) Given the product [Cl:1][C:2]1[C:3]([CH3:18])=[C:4]([NH:10][C@@H:11]([C:12]2[O:14][N:59]=[C:51]([C:52]3[CH:57]=[CH:56][CH:55]=[CH:54][CH:53]=3)[N:58]=2)[C@H:15]([OH:17])[CH3:16])[CH:5]=[CH:6][C:7]=1[C:8]#[N:9], predict the reactants needed to synthesize it. The reactants are: [Cl:1][C:2]1[C:3]([CH3:18])=[C:4]([NH:10][C@H:11]([C@H:15]([OH:17])[CH3:16])[C:12]([OH:14])=O)[CH:5]=[CH:6][C:7]=1[C:8]#[N:9].F[B-](F)(F)F.CN(C)C(O)=[N+](C)C.C(N(C(C)C)CC)(C)C.C1C=CC2N(O)N=NC=2C=1.[C:51](=[N:59]O)([NH2:58])[C:52]1[CH:57]=[CH:56][CH:55]=[CH:54][CH:53]=1. (4) Given the product [NH2:3][C:59]([O:58][CH:54]1[CH2:55][CH2:56][CH2:57][N:52]([C:50]2[N:51]=[C:46]3[CH:45]=[C:44]([C:42]([NH:41][C:38]4[S:39][CH:40]=[C:36]([CH:32]5[CH2:33][CH2:34][CH2:35]5)[N:37]=4)=[O:43])[CH:72]=[CH:71][N:47]3[C:48](=[O:70])[C:49]=2/[CH:61]=[CH:62]/[C:63]([OH:65])=[O:64])[CH2:53]1)=[O:60], predict the reactants needed to synthesize it. The reactants are: OC1[N:3]=C2C=C(OCC3SC=C(C(C)C)N=3)C=CN2C(=O)C=1/C=C/C(OC(C)(C)C)=O.[CH:32]1([C:36]2[N:37]=[C:38]([NH:41][C:42]([C:44]3[CH:72]=[CH:71][N:47]4[C:48](=[O:70])[C:49](/[CH:61]=[CH:62]/[C:63]([O:65]C(C)(C)C)=[O:64])=[C:50]([N:52]5[CH2:57][CH2:56][CH2:55][CH:54]([O:58][CH:59]=[O:60])[CH2:53]5)[N:51]=[C:46]4[CH:45]=3)=[O:43])[S:39][CH:40]=2)[CH2:35][CH2:34][CH2:33]1. (5) Given the product [Cl:1][C:2]1[CH:10]=[C:9]([I:11])[CH:8]=[CH:7][C:3]=1[C:4]([NH:16][CH:21]1[CH2:19][CH2:20]1)=[O:6], predict the reactants needed to synthesize it. The reactants are: [Cl:1][C:2]1[CH:10]=[C:9]([I:11])[CH:8]=[CH:7][C:3]=1[C:4]([OH:6])=O.S(Cl)(Cl)=O.[N:16]1[CH:21]=[CH:20][CH:19]=CC=1.C1(N)CC1. (6) Given the product [NH2:31][C@H:28]1[CH2:29][CH2:30][C@H:25]([NH:24][C:12]2[C:11]3[C:16](=[CH:17][CH:18]=[C:9]([C:4]4[CH:5]=[CH:6][C:7]([OH:8])=[C:2]([Cl:1])[CH:3]=4)[CH:10]=3)[N:15]=[CH:14][C:13]=2[C:19](=[O:23])[CH:20]([CH3:21])[CH3:22])[CH2:26][CH2:27]1, predict the reactants needed to synthesize it. The reactants are: [Cl:1][C:2]1[CH:3]=[C:4]([C:9]2[CH:10]=[C:11]3[C:16](=[CH:17][CH:18]=2)[N:15]=[CH:14][C:13]([C:19](=[O:23])[CH:20]([CH3:22])[CH3:21])=[C:12]3[NH:24][C@H:25]2[CH2:30][CH2:29][C@H:28]([NH:31]C(=O)OC(C)(C)C)[CH2:27][CH2:26]2)[CH:5]=[CH:6][C:7]=1[OH:8].C(O)(C(F)(F)F)=O. (7) Given the product [ClH:1].[O:25]1[CH:26]=[CH:27][CH:28]=[C:24]1[C:21]1[CH:22]=[CH:23][C:18]([C:17]2[N:13]([C:5]3[CH:6]=[CH:7][C:8]([S:9]([CH3:12])(=[O:10])=[O:11])=[C:3]([CH:4]=3)[CH2:2][NH:34][CH3:33])[N:14]=[C:15]([C:29]([F:31])([F:32])[F:30])[CH:16]=2)=[CH:19][CH:20]=1, predict the reactants needed to synthesize it. The reactants are: [Cl:1][CH2:2][C:3]1[CH:4]=[C:5]([N:13]2[C:17]([C:18]3[CH:23]=[CH:22][C:21]([C:24]4[O:25][CH:26]=[CH:27][CH:28]=4)=[CH:20][CH:19]=3)=[CH:16][C:15]([C:29]([F:32])([F:31])[F:30])=[N:14]2)[CH:6]=[CH:7][C:8]=1[S:9]([CH3:12])(=[O:11])=[O:10].[CH3:33][NH2:34].C([O-])([O-])=O.[K+].[K+].